This data is from In vitro SARS-CoV-2 activity screen of 1,480 approved drugs from Prestwick library. The task is: Binary Classification. Given a drug SMILES string, predict its activity (active/inactive) in a high-throughput screening assay against a specified biological target. (1) The result is 0 (inactive). The compound is NS(=O)(=O)Cc1noc2ccccc12. (2) The compound is COc1ccc(/C=C/C(=O)Nc2ccccc2C(=O)O)cc1OC. The result is 0 (inactive). (3) The compound is C#CCN(C)[C@H](C)Cc1ccccc1.Cl. The result is 0 (inactive). (4) The molecule is COc1cc(S(C)=O)ccc1-c1nc2ncccc2[nH]1. The result is 0 (inactive). (5) The molecule is Cl.N[C@@H]1C[C@H]1c1ccccc1. The result is 0 (inactive). (6) The compound is Cc1cc(C(C#N)c2ccc(Cl)cc2)c(Cl)cc1NC(=O)c1cc(I)cc(I)c1O. The result is 0 (inactive). (7) The drug is C[C@@H]1C[C@H]2[C@@H]3C[C@H](F)C4=CC(=O)C=C[C@]4(C)[C@@]3(Cl)[C@@H](O)C[C@]2(C)[C@H]1C(=O)COC(=O)C(C)(C)C. The result is 0 (inactive). (8) The drug is CS(=O)(=O)O.CS(=O)(=O)O.N=C(N)c1ccc2cc(OC(=O)c3ccc(N=C(N)N)cc3)ccc2c1. The result is 0 (inactive).